This data is from Full USPTO retrosynthesis dataset with 1.9M reactions from patents (1976-2016). The task is: Predict the reactants needed to synthesize the given product. (1) Given the product [C:16]([O:19][CH:20]1[CH:25]([N:26]([CH3:27])[CH3:28])[CH2:24][CH:23]([CH3:29])[O:22][CH:21]1[O:15][CH:1]1[CH2:14][CH2:13][CH2:12][CH2:11][CH2:10][CH2:9][CH2:8][CH2:7][CH2:6][CH2:5][CH2:4][CH2:3][CH2:2]1)(=[O:18])[CH3:17], predict the reactants needed to synthesize it. The reactants are: [CH:1]1([OH:15])[CH2:14][CH2:13][CH2:12][CH2:11][CH2:10][CH2:9][CH2:8][CH2:7][CH2:6][CH2:5][CH2:4][CH2:3][CH2:2]1.[C:16]([O:19][CH:20]1[CH:25]([N:26]([CH3:28])[CH3:27])[CH2:24][CH:23]([CH3:29])[O:22][CH:21]1F)(=[O:18])[CH3:17].B(F)(F)F.CCOCC. (2) Given the product [F:18][C:15]1([F:19])[CH2:16][CH2:17][N:12]([C:4]2[CH:5]=[C:6]([C:8]([F:11])([F:10])[F:9])[CH:7]=[C:2]([C:28]3[O:32][CH:31]=[N:30][CH:29]=3)[CH:3]=2)[CH2:13][CH2:14]1, predict the reactants needed to synthesize it. The reactants are: Br[C:2]1[CH:3]=[C:4]([N:12]2[CH2:17][CH2:16][C:15]([F:19])([F:18])[CH2:14][CH2:13]2)[CH:5]=[C:6]([C:8]([F:11])([F:10])[F:9])[CH:7]=1.CC1(C)C(C)(C)OB([C:28]2[O:32][C:31]([Si](C(C)C)(C(C)C)C(C)C)=[N:30][CH:29]=2)O1.C(=O)([O-])[O-].[K+].[K+].O1CCOCC1. (3) Given the product [CH2:1]([C:8]1[CH:13]=[C:12]([N:19]2[CH2:23][CH2:22][CH2:21][C:20]2=[O:24])[CH:11]=[CH:10][C:9]=1[O:15][CH2:16][O:17][CH3:18])[C:2]1[CH:7]=[CH:6][CH:5]=[CH:4][CH:3]=1, predict the reactants needed to synthesize it. The reactants are: [CH2:1]([C:8]1[CH:13]=[C:12](I)[CH:11]=[CH:10][C:9]=1[O:15][CH2:16][O:17][CH3:18])[C:2]1[CH:7]=[CH:6][CH:5]=[CH:4][CH:3]=1.[NH:19]1[CH2:23][CH2:22][CH2:21][C:20]1=[O:24].C(=O)([O-])[O-].[K+].[K+].N. (4) Given the product [NH:1]1[C:5]2[CH:6]=[CH:7][CH:8]=[CH:9][C:4]=2[N:3]=[C:2]1[NH:10][CH2:11][CH:12]1[CH2:17][CH2:16][N:15]([CH2:31][C:25]2[C:24]3[C:28](=[CH:29][C:21]([O:20][CH3:19])=[CH:22][CH:23]=3)[N:27]([CH3:30])[CH:26]=2)[CH2:14][CH2:13]1, predict the reactants needed to synthesize it. The reactants are: [NH:1]1[C:5]2[CH:6]=[CH:7][CH:8]=[CH:9][C:4]=2[N:3]=[C:2]1[NH:10][CH2:11][CH:12]1[CH2:17][CH2:16][NH:15][CH2:14][CH2:13]1.[I-].[CH3:19][O:20][C:21]1[CH:29]=[C:28]2[C:24]([C:25]([CH2:31][N+](C)(C)C)=[CH:26][N:27]2[CH3:30])=[CH:23][CH:22]=1.C(=O)([O-])[O-].[K+].[K+].